Dataset: TCR-epitope binding with 47,182 pairs between 192 epitopes and 23,139 TCRs. Task: Binary Classification. Given a T-cell receptor sequence (or CDR3 region) and an epitope sequence, predict whether binding occurs between them. (1) The epitope is VLQAVGACV. The TCR CDR3 sequence is CAISGRAGGITGELFF. Result: 0 (the TCR does not bind to the epitope). (2) The epitope is LPPAYTNSF. The TCR CDR3 sequence is CASSVRGQGNYGYTF. Result: 0 (the TCR does not bind to the epitope). (3) The epitope is LEPLVDLPI. The TCR CDR3 sequence is CASSWGPGELFF. Result: 0 (the TCR does not bind to the epitope). (4) The epitope is YLNTLTLAV. The TCR CDR3 sequence is CASSQYAGGIYEQYF. Result: 1 (the TCR binds to the epitope). (5) The epitope is KRWIILGLNK. The TCR CDR3 sequence is CASGEGTLSYEQYF. Result: 1 (the TCR binds to the epitope). (6) The epitope is SLFNTVATLY. The TCR CDR3 sequence is RASSSRRCRYEQYF. Result: 0 (the TCR does not bind to the epitope). (7) The epitope is NLDSKVGGNY. The TCR CDR3 sequence is CASSPDYSTDTQYF. Result: 1 (the TCR binds to the epitope). (8) The epitope is IQYIDIGNY. The TCR CDR3 sequence is CASSLYFYNEQFF. Result: 1 (the TCR binds to the epitope).